Dataset: HIV replication inhibition screening data with 41,000+ compounds from the AIDS Antiviral Screen. Task: Binary Classification. Given a drug SMILES string, predict its activity (active/inactive) in a high-throughput screening assay against a specified biological target. (1) The compound is CC1(C)OC2OC(C3COS(=O)O3)C(Cl)C2O1. The result is 0 (inactive). (2) The molecule is COc1ccc2c(c1OC)C(=O)c1cnccc1C2=O. The result is 1 (active). (3) The molecule is Cc1cccc2c3c(ccc12)C(=O)OC3=O. The result is 0 (inactive). (4) The result is 0 (inactive). The compound is Cc1ccc2c(c1C)CC1(Cc3c(ccc4c3CCC4)C1=O)C2=O. (5) The drug is COc1cc(C[N+]23CC[N+](Cc4cc(OC)cc(OC)c4)(CC2)C3)cc(OC)c1. The result is 0 (inactive). (6) The compound is CCOP(=O)(OCC)C(C#N)=Cc1ccccc1Cl. The result is 0 (inactive). (7) The drug is CC(=O)Nc1ccc(SSc2ccc(NC(C)=O)c3cccnc23)c2ncccc12. The result is 0 (inactive). (8) The drug is C=C1C2CCC3(C4CC5C6(C)CCCC5(C(O4)N(CCO)C6)C3C2)C1O. The result is 0 (inactive).